This data is from Reaction yield outcomes from USPTO patents with 853,638 reactions. The task is: Predict the reaction yield, written as a fraction of the theoretical maximum amount of product (1.0 means a 100% yield; for example, 0.34 means a 34% yield). (1) The reactants are [C:1]([N:4]1[C:13]2[CH:12]=[CH:11][C:10]([NH2:14])=[CH:9][C:8]=2[C:7]2[N:15]([C:21]3[CH:26]=[CH:25][C:24]([F:27])=[CH:23][CH:22]=3)[N:16]=[C:17]([C:18]([NH2:20])=[O:19])[C:6]=2[CH2:5]1)(=[O:3])[CH3:2].[Cl:28][C:29]1[N:37]=[CH:36][CH:35]=[CH:34][C:30]=1[C:31](O)=[O:32].C(N(C(C)C)CC)(C)C.CN(C(ON1N=NC2C=CC=NC1=2)=[N+](C)C)C.F[P-](F)(F)(F)(F)F. The catalyst is CN(C=O)C. The product is [C:1]([N:4]1[C:13]2[CH:12]=[CH:11][C:10]([NH:14][C:31]([C:30]3[C:29]([Cl:28])=[N:37][CH:36]=[CH:35][CH:34]=3)=[O:32])=[CH:9][C:8]=2[C:7]2[N:15]([C:21]3[CH:22]=[CH:23][C:24]([F:27])=[CH:25][CH:26]=3)[N:16]=[C:17]([C:18]([NH2:20])=[O:19])[C:6]=2[CH2:5]1)(=[O:3])[CH3:2]. The yield is 0.390. (2) The reactants are [OH:1][CH2:2][CH2:3][NH:4][C:5](=[O:7])[CH3:6].Cl[C:9]1[C:18]2[C:13](=[CH:14][CH:15]=[C:16](OC(F)(F)F)[CH:17]=2)[N:12]=[C:11]([N:24]2[CH2:30][C:29]3[CH:31]=[CH:32][CH:33]=[CH:34][C:28]=3[S:27](=[O:36])(=[O:35])[CH2:26][CH2:25]2)[CH:10]=1.[CH3:37]C(C)([O-])C.[Na+]. The catalyst is O1CCOCC1.[Pd](Cl)Cl.C1(P(C2C=CC=CC=2)[C-]2C=CC=C2)C=CC=CC=1.[C-]1(P(C2C=CC=CC=2)C2C=CC=CC=2)C=CC=C1.[Fe+2].C1(P(C2C=CC=CC=2)[C-]2C=CC=C2)C=CC=CC=1.[C-]1(P(C2C=CC=CC=2)C2C=CC=CC=2)C=CC=C1.[Fe+2]. The product is [O:35]=[S:27]1(=[O:36])[C:28]2[CH:34]=[CH:33][CH:32]=[CH:31][C:29]=2[CH2:30][N:24]([C:11]2[CH:10]=[C:9]([O:1][CH2:2][CH2:3][NH:4][C:5](=[O:7])[CH3:6])[C:18]3[C:13](=[CH:14][CH:15]=[C:16]([CH3:37])[CH:17]=3)[N:12]=2)[CH2:25][CH2:26]1. The yield is 0.0190. (3) The catalyst is C1COCC1. The yield is 0.740. The product is [NH2:1][C@H:2]([CH2:16][C:17]1[CH:22]=[CH:21][C:20]([Cl:23])=[CH:19][C:18]=1[Cl:24])[C:3]([N:5]1[CH2:13][C:12]2[C:7](=[CH:8][CH:9]=[C:10]([CH2:14][NH:15][C:34]([NH:33][C:30]3[CH:31]=[CH:32][C:27]([N:26]([CH3:36])[CH3:25])=[CH:28][CH:29]=3)=[O:35])[CH:11]=2)[CH2:6]1)=[O:4]. The reactants are [NH2:1][C@H:2]([CH2:16][C:17]1[CH:22]=[CH:21][C:20]([Cl:23])=[CH:19][C:18]=1[Cl:24])[C:3]([N:5]1[CH2:13][C:12]2[C:7](=[CH:8][CH:9]=[C:10]([CH2:14][NH2:15])[CH:11]=2)[CH2:6]1)=[O:4].[CH3:25][N:26]([CH3:36])[C:27]1[CH:32]=[CH:31][C:30]([N:33]=[C:34]=[O:35])=[CH:29][CH:28]=1.CCN(CC)CC. (4) The yield is 0.718. The catalyst is ClCCl. The reactants are [CH3:1][O:2][C:3]1[C:8]([C:9]2[CH:14]=[CH:13][N:12]=[C:11]([NH2:15])[CH:10]=2)=[CH:7][CH:6]=[CH:5][N:4]=1.[C:16](N1C=CC=CC1=O)(N1C=CC=CC1=O)=[S:17]. The product is [N:15]([C:11]1[CH:10]=[C:9]([C:8]2[C:3]([O:2][CH3:1])=[N:4][CH:5]=[CH:6][CH:7]=2)[CH:14]=[CH:13][N:12]=1)=[C:16]=[S:17].